Dataset: Forward reaction prediction with 1.9M reactions from USPTO patents (1976-2016). Task: Predict the product of the given reaction. (1) Given the reactants N1C=C(C)C=C(C)C=1.S(Cl)(=O)(=O)N.[CH3:14][O:15][C:16]1[CH:17]=[C:18]([NH:26][S:27](Cl)(=[O:29])=[O:28])[CH:19]=[C:20]([O:24][CH3:25])[C:21]=1[O:22][CH3:23].[C:31]1([CH2:37][CH2:38][CH2:39][CH2:40][NH:41][C:42]([C@@H:44]2[CH2:49][CH2:48][CH2:47][CH2:46][NH:45]2)=[O:43])[CH:36]=[CH:35][CH:34]=[CH:33][CH:32]=1, predict the reaction product. The product is: [C:31]1([CH2:37][CH2:38][CH2:39][CH2:40][NH:41][C:42]([C@@H:44]2[CH2:49][CH2:48][CH2:47][CH2:46][N:45]2[S:27](=[O:29])(=[O:28])[NH:26][C:18]2[CH:17]=[C:16]([O:15][CH3:14])[C:21]([O:22][CH3:23])=[C:20]([O:24][CH3:25])[CH:19]=2)=[O:43])[CH:32]=[CH:33][CH:34]=[CH:35][CH:36]=1. (2) Given the reactants [CH:1]1([N:4]([CH2:11][C:12]2[CH:13]=[C:14]([CH:41]=[CH:42][CH:43]=2)[C:15]([NH:17][C:18]2[S:19][C:20]3[CH2:40][CH2:39][CH2:38][CH2:37][C:21]=3[C:22]=2[C:23]([NH:25][C:26]2[CH:31]=[CH:30][C:29]([N:32]([CH2:35][CH3:36])[CH2:33][CH3:34])=[CH:28][CH:27]=2)=[O:24])=[O:16])[CH:5]2[CH2:10][CH2:9][NH:8][CH2:7][CH2:6]2)[CH2:3][CH2:2]1.Br[CH2:45][C:46]([O:48][CH2:49][CH3:50])=[O:47], predict the reaction product. The product is: [CH2:49]([O:48][C:46](=[O:47])[CH2:45][N:8]1[CH2:7][CH2:6][CH:5]([N:4]([CH:1]2[CH2:3][CH2:2]2)[CH2:11][C:12]2[CH:43]=[CH:42][CH:41]=[C:14]([C:15](=[O:16])[NH:17][C:18]3[S:19][C:20]4[CH2:40][CH2:39][CH2:38][CH2:37][C:21]=4[C:22]=3[C:23](=[O:24])[NH:25][C:26]3[CH:27]=[CH:28][C:29]([N:32]([CH2:35][CH3:36])[CH2:33][CH3:34])=[CH:30][CH:31]=3)[CH:13]=2)[CH2:10][CH2:9]1)[CH3:50]. (3) Given the reactants [C:1]([C:4]1[CH:9]=[C:8]([O:10][CH2:11][CH2:12][CH3:13])[CH:7]=[CH:6][C:5]=1[NH:14][C:15](=O)[C:16]1[CH:21]=[CH:20][CH:19]=[N:18][CH:17]=1)(=[O:3])[NH2:2].[OH-].[Na+], predict the reaction product. The product is: [CH2:11]([O:10][C:8]1[CH:9]=[C:4]2[C:5](=[CH:6][CH:7]=1)[NH:14][C:15]([C:16]1[CH:17]=[N:18][CH:19]=[CH:20][CH:21]=1)=[N:2][C:1]2=[O:3])[CH2:12][CH3:13]. (4) Given the reactants C(OC([N:8]1[CH2:17][CH2:16][C:15]2[C:11](=[C:12](OS(C(F)(F)F)(=O)=O)[N:13]([CH:18]([CH2:21][CH3:22])[CH2:19][CH3:20])[N:14]=2)[CH2:10][CH2:9]1)=O)(C)(C)C.[C:31]1(B(O)O)[CH:36]=[CH:35][CH:34]=[CH:33][CH:32]=1, predict the reaction product. The product is: [CH2:21]([CH:18]([N:13]1[C:12]([C:31]2[CH:36]=[CH:35][CH:34]=[CH:33][CH:32]=2)=[C:11]2[C:15]([CH2:16][CH2:17][NH:8][CH2:9][CH2:10]2)=[N:14]1)[CH2:19][CH3:20])[CH3:22].